From a dataset of Forward reaction prediction with 1.9M reactions from USPTO patents (1976-2016). Predict the product of the given reaction. Given the reactants [CH3:1][C:2](=O)[CH2:3][CH2:4][CH2:5][CH2:6][CH2:7][CH2:8][CH3:9].[CH:11]1[CH2:15][CH:14]=[CH:13][CH:12]=1.N1CCCC1.C(O)(=O)C, predict the reaction product. The product is: [CH3:1][C:2](=[C:14]1[CH:13]=[CH:12][CH:11]=[CH:15]1)[CH2:3][CH2:4][CH2:5][CH2:6][CH2:7][CH2:8][CH3:9].